Dataset: Catalyst prediction with 721,799 reactions and 888 catalyst types from USPTO. Task: Predict which catalyst facilitates the given reaction. (1) Reactant: [CH:1]1([NH:4][C:5](=[O:32])[C:6]2[CH:11]=[CH:10][C:9]([C:12]3[N:16]4[CH:17]=[C:18]([C:26]5[CH:31]=[CH:30][CH:29]=[CH:28][CH:27]=5)[N:19]=[C:20]([NH:21][CH2:22][CH:23]([CH3:25])[CH3:24])[C:15]4=[N:14][CH:13]=3)=[CH:8][CH:7]=2)[CH2:3][CH2:2]1.C1C(=O)N([Br:40])C(=O)C1. Product: [Br:40][C:17]1[N:16]2[C:12]([C:9]3[CH:10]=[CH:11][C:6]([C:5]([NH:4][CH:1]4[CH2:3][CH2:2]4)=[O:32])=[CH:7][CH:8]=3)=[CH:13][N:14]=[C:15]2[C:20]([NH:21][CH2:22][CH:23]([CH3:25])[CH3:24])=[N:19][C:18]=1[C:26]1[CH:31]=[CH:30][CH:29]=[CH:28][CH:27]=1. The catalyst class is: 1. (2) Reactant: [Cl:1][C:2]1[C:3]([O:15][CH2:16][CH2:17][CH2:18][Si:19]([CH3:22])([CH3:21])[CH3:20])=[CH:4][C:5]([S:13][CH3:14])=[C:6]([NH:8][CH:9]=[N:10][C:11]#N)[CH:7]=1.[CH:23]1(CN)[CH2:25][CH2:24]1.CCOCC. Product: [Cl:1][C:2]1[C:3]([O:15][CH2:16][CH2:17][CH2:18][Si:19]([CH3:22])([CH3:21])[CH3:20])=[CH:4][C:5]([S:13][CH3:14])=[C:6]([N:8]=[CH:9][N:10]([CH:23]2[CH2:25][CH2:24]2)[CH3:11])[CH:7]=1. The catalyst class is: 10. (3) Reactant: [Si:1]([O:8][C@H:9]1[CH2:13][N:12]([C:14]([O:16][C:17]([CH3:20])([CH3:19])[CH3:18])=[O:15])[C@H:11]([CH2:21][OH:22])[CH2:10]1)([C:4]([CH3:7])([CH3:6])[CH3:5])([CH3:3])[CH3:2].CCN(CC)CC.[CH3:30][S:31](Cl)(=[O:33])=[O:32].O. Product: [Si:1]([O:8][C@H:9]1[CH2:13][N:12]([C:14]([O:16][C:17]([CH3:20])([CH3:19])[CH3:18])=[O:15])[C@H:11]([CH2:21][O:22][S:31]([CH3:30])(=[O:33])=[O:32])[CH2:10]1)([C:4]([CH3:7])([CH3:6])[CH3:5])([CH3:3])[CH3:2]. The catalyst class is: 2. (4) Product: [Cl:1][C:2]1[C:3]([NH:11][C:12]2[CH:13]=[N:14][C:15]([CH3:18])=[CH:16][CH:17]=2)=[N:4][CH:5]=[C:6]([C:7]2[NH:26][C:23]3[CH:24]=[CH:25][C:20]([F:19])=[CH:21][C:22]=3[N:27]=2)[CH:10]=1. Reactant: [Cl:1][C:2]1[C:3]([NH:11][C:12]2[CH:13]=[N:14][C:15]([CH3:18])=[CH:16][CH:17]=2)=[N:4][CH:5]=[C:6]([CH:10]=1)[C:7](O)=O.[F:19][C:20]1[CH:25]=[CH:24][C:23]([NH2:26])=[C:22]([NH2:27])[CH:21]=1. The catalyst class is: 6. (5) Reactant: [CH3:1][C:2]1([CH3:25])[CH2:11][CH2:10][C:9]([CH3:13])([CH3:12])[C:8]2[CH:7]=[C:6]([C:14]3[N:15]=[C:16]([N:19]4[CH2:24][CH2:23][NH:22][CH2:21][CH2:20]4)[S:17][CH:18]=3)[CH:5]=[CH:4][C:3]1=2.C([O:29][CH2:30][CH2:31][CH2:32][CH2:33]Br)(=O)C.C(=O)([O-])[O-].[K+].[K+]. Product: [CH3:1][C:2]1([CH3:25])[CH2:11][CH2:10][C:9]([CH3:12])([CH3:13])[C:8]2[CH:7]=[C:6]([C:14]3[N:15]=[C:16]([N:19]4[CH2:20][CH2:21][N:22]([CH2:33][CH2:32][CH2:31][CH2:30][OH:29])[CH2:23][CH2:24]4)[S:17][CH:18]=3)[CH:5]=[CH:4][C:3]1=2. The catalyst class is: 174.